Dataset: Catalyst prediction with 721,799 reactions and 888 catalyst types from USPTO. Task: Predict which catalyst facilitates the given reaction. (1) Reactant: Cl.Cl.[F:3][CH:4]1[CH2:8][CH2:7][NH:6][CH2:5]1.Br[CH2:10][CH2:11][CH2:12][O:13][Si:14]([C:17]([CH3:20])([CH3:19])[CH3:18])([CH3:16])[CH3:15].C([O-])([O-])=O.[K+].[K+]. Product: [C:17]([Si:14]([CH3:16])([CH3:15])[O:13][CH2:12][CH2:11][CH2:10][N:6]1[CH2:7][CH2:8][CH:4]([F:3])[CH2:5]1)([CH3:20])([CH3:19])[CH3:18]. The catalyst class is: 47. (2) Reactant: [NH2:1][CH2:2][CH2:3][C:4]#[N:5].C(N(CC)CC)C.FC(F)(F)S(O[Si:19]([CH3:22])([CH3:21])[CH3:20])(=O)=O. Product: [CH3:20][Si:19]([N:5]([Si:19]([CH3:22])([CH3:21])[CH3:20])[CH2:4][CH2:3][C:2]#[N:1])([CH3:22])[CH3:21]. The catalyst class is: 11. (3) Reactant: Cl[C:2]1[CH:3]=[CH:4][C:5]([N+:9]([O-:11])=[O:10])=[C:6]([CH:8]=1)[NH2:7].[CH3:12][S-:13].[Na+]. Product: [CH3:12][S:13][C:2]1[CH:3]=[CH:4][C:5]([N+:9]([O-:11])=[O:10])=[C:6]([CH:8]=1)[NH2:7]. The catalyst class is: 31. (4) Reactant: [C:1]([O:5][C:6]([N:8]1[CH2:12][C@H:11]([CH2:13][N:14]([CH:31]([CH3:33])[CH3:32])[C:15](=[O:30])[C:16]2[CH:21]=[CH:20][C:19]([O:22][CH3:23])=[C:18]([O:24][CH2:25][CH2:26][CH2:27][O:28][CH3:29])[CH:17]=2)[C@@H:10]([NH:34][CH2:35][C:36]2[CH:41]=[CH:40][CH:39]=[CH:38][CH:37]=2)[CH2:9]1)=[O:7])([CH3:4])([CH3:3])[CH3:2].C=O.O.[C:45](O[BH-](OC(=O)C)OC(=O)C)(=O)C.[Na+].C([O-])(O)=O.[Na+]. Product: [C:1]([O:5][C:6]([N:8]1[CH2:12][C@H:11]([CH2:13][N:14]([CH:31]([CH3:33])[CH3:32])[C:15](=[O:30])[C:16]2[CH:21]=[CH:20][C:19]([O:22][CH3:23])=[C:18]([O:24][CH2:25][CH2:26][CH2:27][O:28][CH3:29])[CH:17]=2)[C@@H:10]([N:34]([CH2:35][C:36]2[CH:37]=[CH:38][CH:39]=[CH:40][CH:41]=2)[CH3:45])[CH2:9]1)=[O:7])([CH3:3])([CH3:4])[CH3:2]. The catalyst class is: 26. (5) Reactant: [CH:1]1([CH:7]([C:19]2[S:20][C:21]([C:25]3[CH:30]=[CH:29][C:28]([C:31]([F:34])([F:33])[F:32])=[CH:27][CH:26]=3)=[CH:22][C:23]=2[CH3:24])[O:8][C:9]2[CH:18]=[CH:17][C:12]([C:13]([O:15]C)=[O:14])=[CH:11][CH:10]=2)[CH2:6][CH2:5][CH2:4][CH2:3][CH2:2]1.[OH-].[Na+].O.Cl. Product: [CH:1]1([CH:7]([C:19]2[S:20][C:21]([C:25]3[CH:30]=[CH:29][C:28]([C:31]([F:34])([F:32])[F:33])=[CH:27][CH:26]=3)=[CH:22][C:23]=2[CH3:24])[O:8][C:9]2[CH:10]=[CH:11][C:12]([C:13]([OH:15])=[O:14])=[CH:17][CH:18]=2)[CH2:6][CH2:5][CH2:4][CH2:3][CH2:2]1. The catalyst class is: 111. (6) Reactant: [CH3:1][N:2]1[CH2:7][CH2:6][N:5]([CH3:8])[CH2:4][C@H:3]1[CH2:9][OH:10].[H-].[Na+].[C:13]1([N:19]2[CH2:24][CH2:23][N:22]([C:25](OC3C=CC([N+]([O-])=O)=CC=3)=[O:26])[CH2:21][CH2:20]2)[CH:18]=[CH:17][CH:16]=[CH:15][CH:14]=1. Product: [C:13]1([N:19]2[CH2:20][CH2:21][N:22]([C:25]([O:10][CH2:9][C@@H:3]3[CH2:4][N:5]([CH3:8])[CH2:6][CH2:7][N:2]3[CH3:1])=[O:26])[CH2:23][CH2:24]2)[CH:14]=[CH:15][CH:16]=[CH:17][CH:18]=1. The catalyst class is: 1. (7) Reactant: [CH:1]1([S:4]([C:7]2[CH:12]=[CH:11][C:10]([CH3:13])=[CH:9][CH:8]=2)(=[O:6])=[O:5])[CH2:3][CH2:2]1.Br[N:15]1C(=O)CCC1=O.C(OOC(=O)C1C=CC=CC=1)(=O)C1C=CC=CC=1. Product: [CH:1]1([S:4]([C:7]2[CH:12]=[CH:11][C:10]([CH2:13][NH2:15])=[CH:9][CH:8]=2)(=[O:5])=[O:6])[CH2:3][CH2:2]1. The catalyst class is: 53. (8) Reactant: Cl[C:2]([O:4][CH2:5][C:6]1[CH:11]=[CH:10][C:9]([N+:12]([O-:14])=[O:13])=[CH:8][CH:7]=1)=[O:3].Cl.[Cl:16][C:17]1[CH:18]=[CH:19][C:20]2[N:29]([C:30]([C:32]3[CH:49]=[CH:48][C:35]([CH2:36][NH:37][C:38](=[O:47])[CH2:39][CH2:40][CH:41]4[CH2:46][CH2:45][NH:44][CH2:43][CH2:42]4)=[CH:34][C:33]=3[CH3:50])=[O:31])[CH2:28][C:27]3[CH:26]=[N:25][N:24]([CH3:51])[C:23]=3[NH:22][C:21]=2[CH:52]=1. Product: [N+:12]([C:9]1[CH:10]=[CH:11][C:6]([CH2:5][O:4][C:2]([N:44]2[CH2:45][CH2:46][CH:41]([CH2:40][CH2:39][C:38](=[O:47])[NH:37][CH2:36][C:35]3[CH:48]=[CH:49][C:32]([C:30]([N:29]4[CH2:28][C:27]5[CH:26]=[N:25][N:24]([CH3:51])[C:23]=5[NH:22][C:21]5[CH:52]=[C:17]([Cl:16])[CH:18]=[CH:19][C:20]4=5)=[O:31])=[C:33]([CH3:50])[CH:34]=3)[CH2:42][CH2:43]2)=[O:3])=[CH:7][CH:8]=1)([O-:14])=[O:13]. The catalyst class is: 236.